From a dataset of NCI-60 drug combinations with 297,098 pairs across 59 cell lines. Regression. Given two drug SMILES strings and cell line genomic features, predict the synergy score measuring deviation from expected non-interaction effect. (1) Drug 2: C(CN)CNCCSP(=O)(O)O. Drug 1: CC1=C2C(C(=O)C3(C(CC4C(C3C(C(C2(C)C)(CC1OC(=O)C(C(C5=CC=CC=C5)NC(=O)OC(C)(C)C)O)O)OC(=O)C6=CC=CC=C6)(CO4)OC(=O)C)O)C)O. Synergy scores: CSS=-4.38, Synergy_ZIP=0.207, Synergy_Bliss=-6.54, Synergy_Loewe=-5.35, Synergy_HSA=-7.09. Cell line: ACHN. (2) Drug 1: CN(C)N=NC1=C(NC=N1)C(=O)N. Drug 2: C1CCC(C(C1)N)N.C(=O)(C(=O)[O-])[O-].[Pt+4]. Cell line: T-47D. Synergy scores: CSS=3.43, Synergy_ZIP=3.01, Synergy_Bliss=-3.48, Synergy_Loewe=-7.65, Synergy_HSA=-3.24.